From a dataset of Catalyst prediction with 721,799 reactions and 888 catalyst types from USPTO. Predict which catalyst facilitates the given reaction. Reactant: [Cl:1][C:2]1[N:7]=[C:6]([NH:8][C:9]2[C:14]([F:15])=[CH:13][CH:12]=[CH:11][C:10]=2[OH:16])[C:5]([Cl:17])=[CH:4][N:3]=1.[C:18]([O:22][CH3:23])(=[O:21])[CH2:19]O.C1(P(C2C=CC=CC=2)C2C=CC=CC=2)C=CC=CC=1.N(C(OC(C)(C)C)=O)=NC(OC(C)(C)C)=O. Product: [CH3:23][O:22][C:18](=[O:21])[CH2:19][O:16][C:10]1[CH:11]=[CH:12][CH:13]=[C:14]([F:15])[C:9]=1[NH:8][C:6]1[C:5]([Cl:17])=[CH:4][N:3]=[C:2]([Cl:1])[N:7]=1. The catalyst class is: 2.